Dataset: Forward reaction prediction with 1.9M reactions from USPTO patents (1976-2016). Task: Predict the product of the given reaction. (1) Given the reactants Br[C:2]1[CH:3]=[N:4][C:5]([C:8]2[CH:13]=[CH:12][CH:11]=[CH:10][CH:9]=2)=[CH:6][CH:7]=1.C([Li])CCC.[C:19]1([Ge:25](Cl)([C:32]2[CH:37]=[CH:36][CH:35]=[CH:34][CH:33]=2)[C:26]2[CH:31]=[CH:30][CH:29]=[CH:28][CH:27]=2)[CH:24]=[CH:23][CH:22]=[CH:21][CH:20]=1.O, predict the reaction product. The product is: [C:32]1([Ge:25]([C:19]2[CH:20]=[CH:21][CH:22]=[CH:23][CH:24]=2)([C:26]2[CH:31]=[CH:30][CH:29]=[CH:28][CH:27]=2)[C:2]2[CH:3]=[N:4][C:5]([C:8]3[CH:13]=[CH:12][CH:11]=[CH:10][CH:9]=3)=[CH:6][CH:7]=2)[CH:33]=[CH:34][CH:35]=[CH:36][CH:37]=1. (2) Given the reactants [CH3:1][S:2]([CH2:5][CH2:6][O:7][C:8]1[CH:13]=[CH:12][C:11]([N+:14]([O-])=O)=[CH:10][CH:9]=1)(=[O:4])=[O:3].[Cl-].[NH4+], predict the reaction product. The product is: [CH3:1][S:2]([CH2:5][CH2:6][O:7][C:8]1[CH:13]=[CH:12][C:11]([NH2:14])=[CH:10][CH:9]=1)(=[O:3])=[O:4]. (3) Given the reactants [Br:1][C:2]1[C:3](Cl)=[N:4][CH:5]=[C:6]([F:9])[C:7]=1[CH3:8].CN([CH:14]=[O:15])C.C[O-].[Na+], predict the reaction product. The product is: [Br:1][C:2]1[C:3]([O:15][CH3:14])=[N:4][CH:5]=[C:6]([F:9])[C:7]=1[CH3:8]. (4) Given the reactants [CH2:1]([O:3][C:4](=[O:16])[C:5]([C:14]#[N:15])=[CH:6][C:7]1[CH:12]=[CH:11][C:10](Br)=[CH:9][CH:8]=1)[CH3:2].ClC1C=CC([Mg][Br:25])=CC=1.[ClH:26].[C:27]1(C)[CH:32]=[CH:31][CH:30]=[CH:29][CH:28]=1, predict the reaction product. The product is: [CH2:1]([O:3][C:4](=[O:16])[C:5]([C:30]1[CH:31]=[CH:32][C:27]([Br:25])=[CH:28][CH:29]=1)([C:14]#[N:15])[CH2:6][C:7]1[CH:12]=[CH:11][C:10]([Cl:26])=[CH:9][CH:8]=1)[CH3:2]. (5) The product is: [C:1]([O:5][C:6]([N:8]1[CH2:12][CH:11]([O:13][C:14](=[O:16])[CH3:15])[CH2:10][C@@H:9]1[C:17]1[N:18]=[C:19]([NH:22][C:29]([NH:28][CH2:27][C:26]2[CH:31]=[CH:32][C:33]([Cl:34])=[C:24]([Cl:23])[CH:25]=2)=[O:30])[S:20][CH:21]=1)=[O:7])([CH3:2])([CH3:3])[CH3:4]. Given the reactants [C:1]([O:5][C:6]([N:8]1[CH2:12][CH:11]([O:13][C:14](=[O:16])[CH3:15])[CH2:10][C@@H:9]1[C:17]1[N:18]=[C:19]([NH2:22])[S:20][CH:21]=1)=[O:7])([CH3:4])([CH3:3])[CH3:2].[Cl:23][C:24]1[CH:25]=[C:26]([CH:31]=[CH:32][C:33]=1[Cl:34])[CH2:27][N:28]=[C:29]=[O:30], predict the reaction product.